This data is from Reaction yield outcomes from USPTO patents with 853,638 reactions. The task is: Predict the reaction yield, written as a fraction of the theoretical maximum amount of product (1.0 means a 100% yield; for example, 0.34 means a 34% yield). (1) The reactants are [CH2:1]([N:3]1[CH2:8][CH:7]=[C:6]([C:9]2[C:17]3[C:12](=[CH:13][CH:14]=[C:15]([N+:18]([O-])=O)[CH:16]=3)[NH:11][CH:10]=2)[CH2:5][CH2:4]1)[CH3:2].I.CS[C:24]([C:26]1[S:27][CH:28]=[CH:29][CH:30]=1)=[NH:25]. The catalyst is C(O)C.[Pd]. The product is [CH2:1]([N:3]1[CH2:8][CH2:7][CH:6]([C:9]2[C:17]3[C:12](=[CH:13][CH:14]=[C:15]([NH:18][C:24]([C:26]4[S:27][CH:28]=[CH:29][CH:30]=4)=[NH:25])[CH:16]=3)[NH:11][CH:10]=2)[CH2:5][CH2:4]1)[CH3:2]. The yield is 0.660. (2) The reactants are [CH2:1]([O:3][C:4]([C:6]1[S:10][C:9]([C:11]2[CH:16]=[CH:15][C:14]([Cl:17])=[CH:13][CH:12]=2)=[N:8][C:7]=1[CH3:18])=[O:5])[CH3:2].[Br:19]N1C(=O)CCC1=O. The catalyst is C(Cl)(Cl)(Cl)Cl.C(OOC(=O)C1C=CC=CC=1)(=O)C1C=CC=CC=1. The product is [CH2:1]([O:3][C:4]([C:6]1[S:10][C:9]([C:11]2[CH:12]=[CH:13][C:14]([Cl:17])=[CH:15][CH:16]=2)=[N:8][C:7]=1[CH2:18][Br:19])=[O:5])[CH3:2]. The yield is 0.690. (3) The reactants are [N+](/[CH:4]=[CH:5]/[C:6]1[CH:11]=[CH:10][CH:9]=[CH:8][CH:7]=1)([O-])=O.BrBr.N12CCCN=C1CCCCC2.[OH:25][C:26]1[C:27](=[O:37])[C:28]2[C:33]([C:34](=[O:36])[CH:35]=1)=[CH:32][CH:31]=[CH:30][CH:29]=2. The catalyst is ClCCl. The product is [C:6]1([C:5]2[C:35]3[C:34](=[O:36])[C:33]4[C:28](=[CH:29][CH:30]=[CH:31][CH:32]=4)[C:27](=[O:37])[C:26]=3[O:25][CH:4]=2)[CH:11]=[CH:10][CH:9]=[CH:8][CH:7]=1. The yield is 0.700. (4) The reactants are [CH3:1][O:2][CH:3]([O:7][CH3:8])[C:4](=[O:6])[CH3:5].C(O)[C:10]([CH3:13])([CH3:12])[CH3:11]. The catalyst is O.C1(C)C=CC(S(O)(=O)=O)=CC=1. The product is [CH3:11][C:10]([CH3:13])([CH3:12])[CH2:1][O:2][CH:3]([O:7][CH2:8][C:10]([CH3:13])([CH3:12])[CH3:11])[C:4](=[O:6])[CH3:5]. The yield is 0.672.